From a dataset of Full USPTO retrosynthesis dataset with 1.9M reactions from patents (1976-2016). Predict the reactants needed to synthesize the given product. (1) Given the product [CH3:1][N:2]1[CH2:7][CH2:6][N:5]([C:8]2[CH:13]=[CH:12][C:11]([CH2:14][C:15]([NH2:19])=[O:17])=[CH:10][CH:9]=2)[CH2:4][CH2:3]1, predict the reactants needed to synthesize it. The reactants are: [CH3:1][N:2]1[CH2:7][CH2:6][N:5]([C:8]2[CH:13]=[CH:12][C:11]([CH2:14][C:15]([O:17]C)=O)=[CH:10][CH:9]=2)[CH2:4][CH2:3]1.[NH3:19]. (2) Given the product [Cl:13][C:6]1[CH:5]=[C:4]([CH2:3][O:2][CH3:1])[N:9]=[CH:8][N:7]=1, predict the reactants needed to synthesize it. The reactants are: [CH3:1][O:2][CH2:3][C:4]1[N:9]=[CH:8][N:7]=[C:6](O)[CH:5]=1.O=P(Cl)(Cl)[Cl:13]. (3) Given the product [CH:36]([N:21]([CH:18]([CH3:20])[CH3:19])[CH2:22][CH2:23][NH:24][C:25]([C:27]1[C:31]([CH3:32])=[C:30]([CH:33]=[C:10]2[C:9]3[C:13](=[CH:14][CH:15]=[CH:16][C:8]=3[C:4]3[CH:5]=[CH:6][CH:7]=[C:2]([Br:1])[CH:3]=3)[NH:12][C:11]2=[O:17])[NH:29][C:28]=1[CH3:35])=[O:26])([CH3:37])[CH3:38], predict the reactants needed to synthesize it. The reactants are: [Br:1][C:2]1[CH:3]=[C:4]([C:8]2[CH:16]=[CH:15][CH:14]=[C:13]3[C:9]=2[CH2:10][C:11](=[O:17])[NH:12]3)[CH:5]=[CH:6][CH:7]=1.[CH:18]([N:21]([CH:36]([CH3:38])[CH3:37])[CH2:22][CH2:23][NH:24][C:25]([C:27]1[C:31]([CH3:32])=[C:30]([CH:33]=O)[NH:29][C:28]=1[CH3:35])=[O:26])([CH3:20])[CH3:19]. (4) Given the product [Br:19][C:8]1[C:9]2[NH:13][C:12](=[O:14])[N:11]([CH3:15])[C:10]=2[C:5]([N:4]([CH2:1][CH2:2][CH3:3])[CH2:16][CH2:17][CH3:18])=[CH:6][CH:7]=1, predict the reactants needed to synthesize it. The reactants are: [CH2:1]([N:4]([CH2:16][CH2:17][CH3:18])[C:5]1[C:10]2[N:11]([CH3:15])[C:12](=[O:14])[NH:13][C:9]=2[CH:8]=[CH:7][CH:6]=1)[CH2:2][CH3:3].[Br:19]N1C(=O)CCC1=O.C(OOC(=O)C1C=CC=CC=1)(=O)C1C=CC=CC=1. (5) Given the product [Br:13][C:5]1[C:4]2[C:8](=[C:9]([CH:11]=[O:12])[CH:10]=[C:2]([Cl:1])[CH:3]=2)[NH:7][N:6]=1, predict the reactants needed to synthesize it. The reactants are: [Cl:1][C:2]1[CH:3]=[C:4]2[C:8](=[C:9]([CH:11]=[O:12])[CH:10]=1)[NH:7][N:6]=[CH:5]2.[Br:13]Br. (6) Given the product [F:40][C:33]1[N:32]=[C:31]2[C:36]([N:37]=[CH:38][N:30]2[CH2:29][CH2:28][C:24]2[CH:25]=[CH:26][CH:27]=[C:22]([OH:21])[CH:23]=2)=[C:35]([NH:1][C:2]2[CH:3]=[CH:4][C:5]([C:8]([P:12](=[O:13])([OH:14])[OH:15])([OH:11])[PH2:9]=[O:10])=[CH:6][CH:7]=2)[N:34]=1, predict the reactants needed to synthesize it. The reactants are: [NH2:1][C:2]1[CH:7]=[CH:6][C:5]([C:8]([P:12](=[O:15])([OH:14])[OH:13])([OH:11])[PH2:9]=[O:10])=[CH:4][CH:3]=1.C([Si](C)(C)[O:21][C:22]1[CH:23]=[C:24]([CH2:28][CH2:29][N:30]2[CH:38]=[N:37][C:36]3[C:31]2=[N:32][C:33]([F:40])=[N:34][C:35]=3Cl)[CH:25]=[CH:26][CH:27]=1)(C)(C)C.C(N(CC)C(C)C)(C)C.